Task: Predict the reaction yield, written as a fraction of the theoretical maximum amount of product (1.0 means a 100% yield; for example, 0.34 means a 34% yield).. Dataset: Reaction yield outcomes from USPTO patents with 853,638 reactions (1) The reactants are [F:1][CH:2]([F:17])[O:3][C:4]1[N:8]([CH:9]([CH3:11])[CH3:10])[N:7]=[C:6]([C:12]([F:15])([F:14])[F:13])[C:5]=1[CH3:16].[Br:18]N1C(=O)CCC1=O.N(C(C)(C)C#N)=NC(C)(C)C#N.O. The catalyst is C(Cl)(Cl)(Cl)Cl. The product is [Br:18][CH2:16][C:5]1[C:6]([C:12]([F:15])([F:14])[F:13])=[N:7][N:8]([CH:9]([CH3:10])[CH3:11])[C:4]=1[O:3][CH:2]([F:1])[F:17]. The yield is 0.407. (2) The reactants are [OH:1][C:2]1[CH:11]=[CH:10][C:5]([C:6]([O:8][CH3:9])=[O:7])=[CH:4][CH:3]=1.[I:12]Cl. The catalyst is C(O)(=O)C. The product is [OH:1][C:2]1[CH:3]=[CH:4][C:5]([C:6]([O:8][CH3:9])=[O:7])=[CH:10][C:11]=1[I:12]. The yield is 0.903. (3) The reactants are [CH2:1]([N:3]([CH2:21][CH3:22])[CH2:4][CH2:5][NH:6][C:7]([C:9]1[C:13]([C:14]([F:17])([F:16])[F:15])=[C:12]([CH:18]=O)[NH:11][C:10]=1[CH3:20])=[O:8])[CH3:2].[NH2:23][C:24]1[N:25]=[C:26]([Cl:45])[C:27]2[CH2:32][C:31](=[O:33])[N:30]([CH2:34][C:35]3[C:40]([CH3:41])=[C:39]([O:42][CH3:43])[C:38]([CH3:44])=[CH:37][N:36]=3)[C:28]=2[N:29]=1. The catalyst is CCO.N1CCCCC1. The product is [NH2:23][C:24]1[N:25]=[C:26]([Cl:45])[C:27]2=[C:28]([N:30]([CH2:34][C:35]3[C:40]([CH3:41])=[C:39]([O:42][CH3:43])[C:38]([CH3:44])=[CH:37][N:36]=3)[C:31](=[O:33])/[C:32]/2=[CH:18]\[C:12]2[NH:11][C:10]([CH3:20])=[C:9]([C:7]([NH:6][CH2:5][CH2:4][N:3]3[CH2:21][CH2:22][CH2:2][CH2:1]3)=[O:8])[C:13]=2[C:14]([F:17])([F:16])[F:15])[N:29]=1. The yield is 0.570.